Predict the reactants needed to synthesize the given product. From a dataset of Full USPTO retrosynthesis dataset with 1.9M reactions from patents (1976-2016). (1) Given the product [NH2:27][C:2]1[C:3]2[S:10][CH:9]=[C:8]([C:11]3[CH:16]=[CH:15][C:14]([CH2:17][CH2:18][C:19]([O:21][CH3:22])=[O:20])=[CH:13][CH:12]=3)[C:4]=2[N:5]=[CH:6][N:7]=1, predict the reactants needed to synthesize it. The reactants are: Cl[C:2]1[C:3]2[S:10][CH:9]=[C:8]([C:11]3[CH:16]=[CH:15][C:14]([CH2:17][CH2:18][C:19]([O:21][CH3:22])=[O:20])=[CH:13][CH:12]=3)[C:4]=2[N:5]=[CH:6][N:7]=1.C(O)(C)C.[NH3:27]. (2) Given the product [OH:1][C:2]1[C:3]([C:11]([OH:13])=[O:12])=[N:4][CH:5]=[CH:6][C:7]=1[O:8][CH3:9], predict the reactants needed to synthesize it. The reactants are: [OH:1][C:2]1[C:3]([C:11]([OH:13])=[O:12])=[N:4][C:5](Br)=[CH:6][C:7]=1[O:8][CH3:9].OS(O)(=O)=O. (3) The reactants are: [CH3:1][C:2]1([CH3:14])[S:6][C@@H:5]2[C@H:7]([NH2:10])[C:8](=[O:9])[N:4]2[C@H:3]1[C:11]([OH:13])=[O:12].Cl.Cl[CH2:17][C:18]1[CH:23]=[CH:22][CH:21]=[CH:20][N:19]=1.[N:24]1[CH:29]=[CH:28][CH:27]=[CH:26][C:25]=1[CH:30]=O.[BH4-].[Na+]. Given the product [N:19]1[CH:20]=[CH:21][CH:22]=[CH:23][C:18]=1[CH2:17][N:10]([CH2:30][C:25]1[CH:26]=[CH:27][CH:28]=[CH:29][N:24]=1)[C@@H:7]1[C:8](=[O:9])[N:4]2[C@H:5]1[S:6][C:2]([CH3:14])([CH3:1])[C@@H:3]2[C:11]([OH:13])=[O:12], predict the reactants needed to synthesize it.